Dataset: CYP1A2 inhibition data for predicting drug metabolism from PubChem BioAssay. Task: Regression/Classification. Given a drug SMILES string, predict its absorption, distribution, metabolism, or excretion properties. Task type varies by dataset: regression for continuous measurements (e.g., permeability, clearance, half-life) or binary classification for categorical outcomes (e.g., BBB penetration, CYP inhibition). Dataset: cyp1a2_veith. (1) The compound is C[N+]1(CC(=O)OCCCc2ccccc2)CCOCC1.[I-]. The result is 0 (non-inhibitor). (2) The drug is Clc1ccc(N=C(c2ccccc2)N2CCOCC2)cc1Cl. The result is 1 (inhibitor).